This data is from Peptide-MHC class I binding affinity with 185,985 pairs from IEDB/IMGT. The task is: Regression. Given a peptide amino acid sequence and an MHC pseudo amino acid sequence, predict their binding affinity value. This is MHC class I binding data. The peptide sequence is LQKVPHTRY. The MHC is HLA-A02:01 with pseudo-sequence HLA-A02:01. The binding affinity (normalized) is 0.0847.